This data is from Reaction yield outcomes from USPTO patents with 853,638 reactions. The task is: Predict the reaction yield, written as a fraction of the theoretical maximum amount of product (1.0 means a 100% yield; for example, 0.34 means a 34% yield). (1) The reactants are [NH2:1][C:2]1[C:11]2[C:6](=[C:7](Br)[CH:8]=[CH:9][CH:10]=2)[N:5]=[N:4][C:3]=1[C:13]([NH:15][CH2:16][CH2:17][CH3:18])=[O:14].[CH3:19][S:20]([C:23]1[CH:24]=[C:25](B(O)O)[CH:26]=[CH:27][CH:28]=1)(=[O:22])=[O:21]. No catalyst specified. The product is [NH2:1][C:2]1[C:11]2[C:6](=[C:7]([C:27]3[CH:26]=[CH:25][CH:24]=[C:23]([S:20]([CH3:19])(=[O:22])=[O:21])[CH:28]=3)[CH:8]=[CH:9][CH:10]=2)[N:5]=[N:4][C:3]=1[C:13]([NH:15][CH2:16][CH2:17][CH3:18])=[O:14]. The yield is 0.830. (2) The reactants are [CH2:1]([N:5]1[C:9](=[O:10])[C:8]([NH:11][C:12]2[CH:13]=[C:14]3[C:19](=[CH:20][CH:21]=2)[CH2:18][N:17](C(OC(C)(C)C)=O)[CH2:16][CH2:15]3)=[C:7]([C:29]2[CH:34]=[CH:33][CH:32]=[CH:31][CH:30]=2)[S:6]1(=[O:36])=[O:35])[CH2:2][CH2:3][CH3:4].C([O-])(O)=O.[Na+]. The catalyst is C(Cl)Cl.C(O)(C(F)(F)F)=O. The product is [CH2:1]([N:5]1[C:9](=[O:10])[C:8]([NH:11][C:12]2[CH:13]=[C:14]3[C:19](=[CH:20][CH:21]=2)[CH2:18][NH:17][CH2:16][CH2:15]3)=[C:7]([C:29]2[CH:30]=[CH:31][CH:32]=[CH:33][CH:34]=2)[S:6]1(=[O:35])=[O:36])[CH2:2][CH2:3][CH3:4]. The yield is 0.670. (3) The reactants are [CH2:1]([N:8]=[C:9]=[O:10])[CH2:2][CH2:3][CH2:4][CH2:5][CH2:6][CH3:7].[CH3:11][O:12][C:13]1[CH:18]=[C:17]([CH2:19][CH2:20][C:21]([O:23][CH3:24])=[O:22])[CH:16]=[CH:15][C:14]=1[C:25]1[CH:30]=[CH:29][CH:28]=[C:27]([NH:31][CH3:32])[CH:26]=1.O1CCCC1.C(N(CC)CC)C. The catalyst is O. The product is [CH2:1]([NH:8][C:9](=[O:10])[N:31]([C:27]1[CH:26]=[C:25]([C:14]2[CH:15]=[CH:16][C:17]([CH2:19][CH2:20][C:21]([O:23][CH3:24])=[O:22])=[CH:18][C:13]=2[O:12][CH3:11])[CH:30]=[CH:29][CH:28]=1)[CH3:32])[CH2:2][CH2:3][CH2:4][CH2:5][CH2:6][CH3:7]. The yield is 0.720.